From a dataset of Experimentally validated miRNA-target interactions with 360,000+ pairs, plus equal number of negative samples. Binary Classification. Given a miRNA mature sequence and a target amino acid sequence, predict their likelihood of interaction. The miRNA is hsa-miR-337-5p with sequence GAACGGCUUCAUACAGGAGUU. The protein sequence of the target gene is MNESPQTNEFKGTTEEAPAKESPHTSEFKGAALVSPISKSMLERLSKFEVEDAENVASYDSKIKKIVHSIVSSFAFGIFGVFLVLLDVTLLLADLIFTDSKLYIPLEYRSISLAIGLFFLMDVLLRVFVEGRQQYFSDLFNILDTAIIVIPLLVDVIYIFFDIKLLRNIPRWTHLVRLLRLIILIRIFHLLHQKRQLEKLMRRLVSENKRRYTRDGFDLDLTYVTERIIAMSFPSSGRQSFYRNPIEEVVRFLDKKHRNHYRVYNLCSERAYDPKHFHNRVSRIMIDDHNVPTLHEMVVF.... Result: 0 (no interaction).